Dataset: Catalyst prediction with 721,799 reactions and 888 catalyst types from USPTO. Task: Predict which catalyst facilitates the given reaction. (1) Reactant: S(=O)(=O)(O)O.[NH2:6][C:7]1[CH:11]=[N:10][N:9]2[CH2:12][CH2:13][NH:14][C:8]=12.C(N(C(C)C)C(C)C)C.[C:24]([O:28][C:29]([NH:31][CH2:32][C:33](ON1C(=O)CCC1=O)=[O:34])=[O:30])([CH3:27])([CH3:26])[CH3:25]. Product: [C:24]([O:28][C:29]([NH:31][CH2:32][C:33]([NH:6][C:7]1[CH:11]=[N:10][N:9]2[CH2:12][CH2:13][NH:14][C:8]=12)=[O:34])=[O:30])([CH3:27])([CH3:26])[CH3:25]. The catalyst class is: 2. (2) Reactant: C(Cl)[Cl:2].[F:4][C:5]1[CH:10]=[CH:9][C:8]([CH2:11][C:12]([OH:14])=O)=[CH:7][CH:6]=1.C(Cl)(=O)C(Cl)=O. Product: [F:4][C:5]1[CH:10]=[CH:9][C:8]([CH2:11][C:12]([Cl:2])=[O:14])=[CH:7][CH:6]=1. The catalyst class is: 9. (3) Reactant: [CH3:1][S:2]([NH2:5])(=[O:4])=[O:3].C(=O)([O-])[O-].[K+].[K+].[Cl:12][C:13]1[C:18]([CH2:19][CH2:20]Cl)=[C:17](Cl)[N:16]=[C:15]([N:23]2[CH2:28][CH2:27][O:26][CH2:25][CH2:24]2)[N:14]=1.O. Product: [Cl:12][C:13]1[C:18]2[CH2:19][CH2:20][N:5]([S:2]([CH3:1])(=[O:4])=[O:3])[C:17]=2[N:16]=[C:15]([N:23]2[CH2:28][CH2:27][O:26][CH2:25][CH2:24]2)[N:14]=1. The catalyst class is: 37. (4) Reactant: Cl.[NH2:2][CH2:3][C:4]1[CH:12]=[CH:11][CH:10]=[C:9]2[C:5]=1[C:6](=[O:22])[N:7]([CH:14]1[CH2:19][CH2:18][C:17](=[O:20])[NH:16][C:15]1=[O:21])[C:8]2=[O:13].C(N(C(C)C)CC)(C)C.[F:32][C:33]1[CH:34]=[C:35]([CH:39]=[CH:40][CH:41]=1)[C:36](Cl)=[O:37]. Product: [O:21]=[C:15]1[CH:14]([N:7]2[C:6](=[O:22])[C:5]3[C:9](=[CH:10][CH:11]=[CH:12][C:4]=3[CH2:3][NH:2][C:36](=[O:37])[C:35]3[CH:39]=[CH:40][CH:41]=[C:33]([F:32])[CH:34]=3)[C:8]2=[O:13])[CH2:19][CH2:18][C:17](=[O:20])[NH:16]1. The catalyst class is: 2. (5) Reactant: [CH:1]([N:4]1[CH2:9][CH2:8][CH:7]([N:10]2[CH2:15][CH2:14][CH:13]([N:16]3[C:20]4=[N:21][CH:22]=[N:23][C:24]([NH2:25])=[C:19]4[C:18]([C:26]4[CH:31]=[CH:30][C:29]([O:32][C:33]5[CH:38]=[CH:37][CH:36]=[CH:35][CH:34]=5)=[CH:28][CH:27]=4)=[N:17]3)[CH2:12][CH2:11]2)[CH2:6][CH2:5]1)([CH3:3])[CH3:2].[C:39]([OH:46])(=[O:45])/[CH:40]=[CH:41]\[C:42]([OH:44])=[O:43]. Product: [C:39]([OH:46])(=[O:45])/[CH:40]=[CH:41]\[C:42]([OH:44])=[O:43].[C:39]([OH:46])(=[O:45])/[CH:40]=[CH:41]\[C:42]([OH:44])=[O:43].[C:39]([OH:46])(=[O:45])/[CH:40]=[CH:41]\[C:42]([OH:44])=[O:43].[CH:1]([N:4]1[CH2:9][CH2:8][CH:7]([N:10]2[CH2:15][CH2:14][CH:13]([N:16]3[C:20]4=[N:21][CH:22]=[N:23][C:24]([NH2:25])=[C:19]4[C:18]([C:26]4[CH:27]=[CH:28][C:29]([O:32][C:33]5[CH:38]=[CH:37][CH:36]=[CH:35][CH:34]=5)=[CH:30][CH:31]=4)=[N:17]3)[CH2:12][CH2:11]2)[CH2:6][CH2:5]1)([CH3:3])[CH3:2]. The catalyst class is: 13. (6) The catalyst class is: 130. Product: [Cl:3][C:4]1[CH:5]=[CH:6][C:7]2[CH2:8][N:9]([CH3:18])[CH2:10][CH:11]([CH:15]3[CH2:17][CH2:16]3)[O:12][C:13]=2[N:14]=1. Reactant: C=O.[Cl:3][C:4]1[CH:5]=[CH:6][C:7]2[CH2:8][NH:9][CH2:10][CH:11]([CH:15]3[CH2:17][CH2:16]3)[O:12][C:13]=2[N:14]=1.[C:18]([BH3-])#N. (7) Reactant: Br[CH2:2][C:3]([C:5]1[C:10]([CH3:11])=[CH:9][C:8]([O:12][C:13]2[CH:18]=[CH:17][CH:16]=[C:15]([O:19][CH3:20])[CH:14]=2)=[CH:7][C:6]=1[CH3:21])=O.[NH2:22][C:23]([NH2:25])=[S:24]. Product: [CH3:20][O:19][C:15]1[CH:14]=[C:13]([CH:18]=[CH:17][CH:16]=1)[O:12][C:8]1[CH:9]=[C:10]([CH3:11])[C:5]([C:3]2[N:22]=[C:23]([NH2:25])[S:24][CH:2]=2)=[C:6]([CH3:21])[CH:7]=1. The catalyst class is: 14. (8) Reactant: [Br:1][C:2]1[CH:10]=[C:9]2[C:5]([CH:6]=[N:7][N:8]2[S:11]([C:14]2[CH:19]=[CH:18][CH:17]=[CH:16][CH:15]=2)(=[O:13])=[O:12])=[C:4]([C:20]2[O:21][C:22]([CH2:25]Cl)=[N:23][N:24]=2)[CH:3]=1.[I-].[Na+].[N:29]12[CH2:37][CH2:36][CH2:35][C@H:34]1[CH2:33][NH:32][CH2:31][CH2:30]2.CCN(C(C)C)C(C)C. Product: [Br:1][C:2]1[CH:10]=[C:9]2[C:5]([CH:6]=[N:7][N:8]2[S:11]([C:14]2[CH:19]=[CH:18][CH:17]=[CH:16][CH:15]=2)(=[O:13])=[O:12])=[C:4]([C:20]2[O:21][C:22]([CH2:25][N:32]3[CH2:31][CH2:30][N:29]4[CH2:37][CH2:36][CH2:35][C@H:34]4[CH2:33]3)=[N:23][N:24]=2)[CH:3]=1. The catalyst class is: 291.